This data is from Forward reaction prediction with 1.9M reactions from USPTO patents (1976-2016). The task is: Predict the product of the given reaction. (1) Given the reactants ClC1C=CC=[C:4]([C:8]([O:10]O)=[O:9])C=1.[CH2:12]([NH:19][CH2:20][CH2:21][C:22]1[CH:37]=[CH:36][C:25]([O:26][C:27]2[CH:32]=[CH:31][C:30](C(=O)C)=[CH:29][CH:28]=2)=[CH:24][CH:23]=1)[C:13]1[CH:18]=[CH:17][CH:16]=[CH:15][CH:14]=1, predict the reaction product. The product is: [CH2:12]([NH:19][CH2:20][CH2:21][C:22]1[CH:23]=[CH:24][C:25]([O:26][C:27]2[CH:28]=[CH:29][C:30]([O:10][C:8](=[O:9])[CH3:4])=[CH:31][CH:32]=2)=[CH:36][CH:37]=1)[C:13]1[CH:14]=[CH:15][CH:16]=[CH:17][CH:18]=1. (2) Given the reactants [CH3:1][C:2]([N:5]1[C:9]2[N:10]=[C:11]([C:17]3[CH:22]=[CH:21][C:20]([O:23][CH3:24])=[CH:19][CH:18]=3)[CH:12]=[C:13]([C:14]([OH:16])=O)[C:8]=2[C:7]([CH3:25])=[N:6]1)([CH3:4])[CH3:3].[NH2:26][CH2:27][C:28]1[C:29](=[O:36])[NH:30][C:31]([CH3:35])=[CH:32][C:33]=1[CH3:34].CN1CCOCC1.ON1C2N=CC=CC=2N=N1.C(Cl)CCl, predict the reaction product. The product is: [CH3:4][C:2]([N:5]1[C:9]2[N:10]=[C:11]([C:17]3[CH:22]=[CH:21][C:20]([O:23][CH3:24])=[CH:19][CH:18]=3)[CH:12]=[C:13]([C:14]([NH:26][CH2:27][C:28]3[C:29](=[O:36])[NH:30][C:31]([CH3:35])=[CH:32][C:33]=3[CH3:34])=[O:16])[C:8]=2[C:7]([CH3:25])=[N:6]1)([CH3:1])[CH3:3]. (3) Given the reactants [Cl:1][C:2]1[CH:19]=[CH:18][C:17]([Cl:20])=[CH:16][C:3]=1[C:4]([N:6]1[CH2:11][CH2:10][CH2:9][CH2:8][C@H:7]1[C:12]([O:14]C)=[O:13])=[O:5].O[Li].O, predict the reaction product. The product is: [Cl:1][C:2]1[CH:19]=[CH:18][C:17]([Cl:20])=[CH:16][C:3]=1[C:4]([N:6]1[CH2:11][CH2:10][CH2:9][CH2:8][C@H:7]1[C:12]([OH:14])=[O:13])=[O:5]. (4) Given the reactants [CH3:1][C:2]1[CH:7]=[CH:6][C:5]([S:8]([O:11][CH2:12][C@@H:13]2[O:18][C:17]3[C:19]([CH:26]=CC)=[C:20]([N+:23]([O-:25])=[O:24])[CH:21]=[CH:22][C:16]=3[O:15][CH2:14]2)(=[O:10])=[O:9])=[CH:4][CH:3]=1.[O:29]=[O+][O-].C(N(C(C)C)CC)(C)C, predict the reaction product. The product is: [CH3:1][C:2]1[CH:3]=[CH:4][C:5]([S:8]([O:11][CH2:12][CH:13]2[O:18][C:17]3[C:19]([CH:26]=[O:29])=[C:20]([N+:23]([O-:25])=[O:24])[CH:21]=[CH:22][C:16]=3[O:15][CH2:14]2)(=[O:10])=[O:9])=[CH:6][CH:7]=1. (5) Given the reactants I[C:2]1[CH:7]=[CH:6][CH:5]=[CH:4][CH:3]=1.[C:8]1(B(O)O)[CH:13]=[CH:12][CH:11]=[CH:10][CH:9]=1.[OH-].[K+], predict the reaction product. The product is: [C:2]1([C:8]2[CH:13]=[CH:12][CH:11]=[CH:10][CH:9]=2)[CH:7]=[CH:6][CH:5]=[CH:4][CH:3]=1. (6) Given the reactants Br[C:2]1[S:3][C:4]([CH3:8])=[C:5]([CH3:7])[N:6]=1.[CH2:9]([N:13]1[N:17]=[C:16]2[CH:18]=[CH:19][CH:20]=[CH:21][C:15]2=[N:14]1)[CH2:10][C:11]#[CH:12], predict the reaction product. The product is: [CH3:7][C:5]1[N:6]=[C:2]([C:12]#[C:11][CH2:10][CH2:9][N:13]2[N:14]=[C:15]3[CH:21]=[CH:20][CH:19]=[CH:18][C:16]3=[N:17]2)[S:3][C:4]=1[CH3:8]. (7) Given the reactants [C:1]([C:5]1[N:10]=[C:9]([C:11]2[CH:16]=[CH:15][C:14]([CH3:17])=[CH:13][CH:12]=2)[C:8]([C:18]([NH:20][S:21]([C:24]2[CH:29]=[CH:28][CH:27]=[C:26](F)[N:25]=2)(=[O:23])=[O:22])=[O:19])=[CH:7][CH:6]=1)([CH3:4])([CH3:3])[CH3:2].[NH4+:31].[OH-], predict the reaction product. The product is: [NH2:31][C:26]1[N:25]=[C:24]([S:21]([NH:20][C:18]([C:8]2[C:9]([C:11]3[CH:12]=[CH:13][C:14]([CH3:17])=[CH:15][CH:16]=3)=[N:10][C:5]([C:1]([CH3:4])([CH3:2])[CH3:3])=[CH:6][CH:7]=2)=[O:19])(=[O:23])=[O:22])[CH:29]=[CH:28][CH:27]=1. (8) Given the reactants [C:1]([N:8]1[CH2:13][CH2:12][NH:11][CH2:10][CH2:9]1)([O:3][C:4]([CH3:7])([CH3:6])[CH3:5])=[O:2].C(=O)([O-])[O-].[K+].[K+].F[C:21]1[C:26]([F:27])=[CH:25][C:24]([C:28]([F:31])([F:30])[F:29])=[CH:23][N:22]=1, predict the reaction product. The product is: [C:4]([O:3][C:1]([N:8]1[CH2:9][CH2:10][N:11]([C:21]2[C:26]([F:27])=[CH:25][C:24]([C:28]([F:31])([F:29])[F:30])=[CH:23][N:22]=2)[CH2:12][CH2:13]1)=[O:2])([CH3:7])([CH3:6])[CH3:5].